Dataset: Forward reaction prediction with 1.9M reactions from USPTO patents (1976-2016). Task: Predict the product of the given reaction. Given the reactants [F:1][C:2]1[CH:3]=[C:4]([NH:10][C:11](=[O:13])[CH3:12])[CH:5]=[CH:6][C:7]=1[S:8][CH3:9].ClC1[CH:20]=[CH:19][C:18]([CH3:21])=[CH:17][C:16]=1[N+:22]([O-:24])=[O:23], predict the reaction product. The product is: [F:1][C:2]1[CH:3]=[C:4]([NH:10][C:11](=[O:13])[CH3:12])[CH:5]=[CH:6][C:7]=1[S:8][C:9]1[CH:20]=[CH:19][C:18]([CH3:21])=[CH:17][C:16]=1[N+:22]([O-:24])=[O:23].